Dataset: hERG Central: cardiac toxicity at 1µM, 10µM, and general inhibition. Task: Predict hERG channel inhibition at various concentrations. (1) The molecule is CN1CCN(Cc2ccc(Sc3ccc(Cl)cc3)c([N+](=O)[O-])c2)CC1. Results: hERG_inhib (hERG inhibition (general)): blocker. (2) The drug is O=C(c1sc2cc(Cl)ccc2c1Cl)N1CCN(CCc2ccccn2)CC1. Results: hERG_inhib (hERG inhibition (general)): blocker. (3) Results: hERG_inhib (hERG inhibition (general)): blocker. The molecule is COc1cc(C(Nc2ccc3c(c2)OCO3)C(=O)NC2CCCCC2)cc(OC)c1OC. (4) The compound is O=C(CSc1nc2ccccc2c(=O)n1CCCN1CCOCC1)N1CCN(c2ccccc2)CC1. Results: hERG_inhib (hERG inhibition (general)): blocker. (5) The molecule is CN(CCOc1ccc(NS(C)(=O)=O)cc1)CCc1ccc(NS(C)(=O)=O)cc1. Results: hERG_inhib (hERG inhibition (general)): blocker. (6) The molecule is COc1ccccc1-c1ccc(SCC(=O)NC2CCCCC2)nn1. Results: hERG_inhib (hERG inhibition (general)): blocker. (7) The compound is O=C(NCC1CCCO1)c1cccc(Oc2ccc([N+](=O)[O-])cc2Cl)c1. Results: hERG_inhib (hERG inhibition (general)): blocker. (8) Results: hERG_inhib (hERG inhibition (general)): blocker. The compound is CC(C)(C)c1csc(NC(=O)c2c(F)c(F)c(F)c(F)c2F)n1. (9) The compound is O=C(NCCc1c[nH]c2ccccc12)/C(=C\c1cccnc1)NC(=O)c1ccccc1Br. Results: hERG_inhib (hERG inhibition (general)): blocker.